Dataset: Forward reaction prediction with 1.9M reactions from USPTO patents (1976-2016). Task: Predict the product of the given reaction. Given the reactants [CH2:1]([NH:8][CH2:9][CH2:10][O:11][C:12]1[CH:17]=[CH:16][CH:15]=[CH:14][C:13]=1[O:18][CH3:19])[C:2]1[CH:7]=[CH:6][CH:5]=[CH:4][CH:3]=1.[C:20]1([S:26]([N:29]2[C:41]3[CH:40]=[CH:39][CH:38]=[C:37]([O:42][CH2:43][CH:44]4[CH2:46][O:45]4)[C:36]=3[C:35]3[C:30]2=[CH:31][CH:32]=[CH:33][CH:34]=3)(=[O:28])=[O:27])[CH:25]=[CH:24][CH:23]=[CH:22][CH:21]=1, predict the reaction product. The product is: [C:20]1([S:26]([N:29]2[C:41]3[CH:40]=[CH:39][CH:38]=[C:37]([O:42][CH2:43][CH:44]([OH:45])[CH2:46][N:8]([CH2:1][C:2]4[CH:3]=[CH:4][CH:5]=[CH:6][CH:7]=4)[CH2:9][CH2:10][O:11][C:12]4[CH:17]=[CH:16][CH:15]=[CH:14][C:13]=4[O:18][CH3:19])[C:36]=3[C:35]3[C:30]2=[CH:31][CH:32]=[CH:33][CH:34]=3)(=[O:27])=[O:28])[CH:21]=[CH:22][CH:23]=[CH:24][CH:25]=1.